From a dataset of Full USPTO retrosynthesis dataset with 1.9M reactions from patents (1976-2016). Predict the reactants needed to synthesize the given product. (1) Given the product [Br:14][C:15]1[C:20]([C:3]#[N:4])=[N:19][C:18]([C:22]([CH3:25])([CH3:24])[CH3:23])=[CH:17][CH:16]=1, predict the reactants needed to synthesize it. The reactants are: C[Si](C)(C)[C:3]#[N:4].CCN(CC)CC.[Br:14][C:15]1[CH:16]=[CH:17][C:18]([C:22]([CH3:25])([CH3:24])[CH3:23])=[N+:19]([O-])[CH:20]=1. (2) The reactants are: I[C:2]1[C:7]([CH:8]([O:13][C:14]([CH3:17])([CH3:16])[CH3:15])[C:9]([O:11][CH3:12])=[O:10])=[C:6]([CH3:18])[N:5]=[C:4]2[S:19][C:20]3[CH2:25][CH2:24][CH2:23][CH2:22][C:21]=3[C:3]=12.C(=O)([O-])[O-].[K+].[K+].[CH3:32][C:33]1[CH:38]=[CH:37][C:36](B2OC(C)(C)C(C)(C)O2)=[CH:35][N:34]=1.C(OCC)(=O)C. Given the product [CH3:18][C:6]1[N:5]=[C:4]2[S:19][C:20]3[CH2:25][CH2:24][CH2:23][CH2:22][C:21]=3[C:3]2=[C:2]([C:36]2[CH:35]=[N:34][C:33]([CH3:32])=[CH:38][CH:37]=2)[C:7]=1[CH:8]([O:13][C:14]([CH3:17])([CH3:16])[CH3:15])[C:9]([O:11][CH3:12])=[O:10], predict the reactants needed to synthesize it.